The task is: Predict the product of the given reaction.. This data is from Forward reaction prediction with 1.9M reactions from USPTO patents (1976-2016). (1) Given the reactants C(OC([N:8]1[CH2:13][CH2:12][C:11](=O)[CH2:10][CH2:9]1)=O)(C)(C)C.[F:15][C:16]1[CH:23]=[CH:22][CH:21]=[CH:20][C:17]=1[CH2:18][NH2:19].[N+]([CH:27]=[CH:28][C:29]1[CH:34]=[CH:33][C:32]([Cl:35])=[CH:31][CH:30]=1)([O-])=O, predict the reaction product. The product is: [Cl:35][C:32]1[CH:33]=[CH:34][C:29]([C:28]2[C:12]3[CH2:13][NH:8][CH2:9][CH2:10][C:11]=3[N:19]([CH2:18][C:17]3[CH:20]=[CH:21][CH:22]=[CH:23][C:16]=3[F:15])[CH:27]=2)=[CH:30][CH:31]=1. (2) Given the reactants Cl.[CH3:2][C@@H:3]1[CH2:7][CH2:6][CH2:5][NH:4]1.[CH2:8]([N:10](CC)CC)[CH3:9].BrCC#N, predict the reaction product. The product is: [C:8]([CH2:9][N:4]1[CH2:5][CH2:6][CH2:7][C@H:3]1[CH3:2])#[N:10]. (3) Given the reactants B(Cl)([C@@H]1[C@@H](C)[C@H]2C(C)(C)[C@H](C2)C1)[C@@H]1[C@@H](C)[C@H]2C(C)(C)[C@H](C2)C1.[CH3:23][O:24][C:25]1[CH:30]=[CH:29][CH:28]=[CH:27][C:26]=1[C:31](=[O:33])[CH3:32], predict the reaction product. The product is: [CH3:23][O:24][C:25]1[CH:30]=[CH:29][CH:28]=[CH:27][C:26]=1[C@H:31]([OH:33])[CH3:32]. (4) The product is: [ClH:1].[CH3:8][S:9]([C:12]1[CH:13]=[CH:14][C:15]([CH2:18][O:19][CH2:20][C@H:21]2[CH2:23][C@@H:22]2[CH:24]2[CH2:29][CH2:28][NH:27][CH2:26][CH2:25]2)=[N:16][CH:17]=1)(=[O:10])=[O:11]. Given the reactants [ClH:1].O1CCOCC1.[CH3:8][S:9]([C:12]1[CH:13]=[CH:14][C:15]([CH2:18][O:19][CH2:20][C@H:21]2[CH2:23][C@@H:22]2[CH:24]2[CH2:29][CH2:28][N:27](C(OC(C)(C)C)=O)[CH2:26][CH2:25]2)=[N:16][CH:17]=1)(=[O:11])=[O:10], predict the reaction product. (5) Given the reactants [F:1][C:2]1[CH:7]=[CH:6][CH:5]=[CH:4][C:3]=1[N:8]1[C:12]([C:13]2[C:14]([O:28][CH3:29])=[CH:15][C:16]([O:26][CH3:27])=[C:17]([CH:19]=[CH:20][C:21]([O:23][CH2:24][CH3:25])=[O:22])[CH:18]=2)=[CH:11][CH:10]=[N:9]1, predict the reaction product. The product is: [CH2:24]([O:23][C:21]([CH2:20][CH2:19][C:17]1[C:16]([O:26][CH3:27])=[CH:15][C:14]([O:28][CH3:29])=[C:13]([C:12]2[N:8]([C:3]3[CH:4]=[CH:5][CH:6]=[CH:7][C:2]=3[F:1])[N:9]=[CH:10][CH:11]=2)[CH:18]=1)=[O:22])[CH3:25]. (6) Given the reactants [NH2:1][CH2:2][C:3]1[CH:12]=[CH:11][C:6]([C:7]([O:9][CH3:10])=[O:8])=[CH:5][CH:4]=1.C(C1(N[C:34]([CH:36](NC(N2CCOCC2)=O)CC(C)(C)C)=[O:35])CC(C2C=CC=CC=2)NC(C2C=CC=CC=2)C1)#N, predict the reaction product. The product is: [CH3:10][O:9][C:7](=[O:8])[C:6]1[CH:5]=[CH:4][C:3]([CH2:2][NH:1][C:34](=[O:35])[CH3:36])=[CH:12][CH:11]=1. (7) Given the reactants [H-].[Na+].[Cl:3][C:4]1[CH:9]=[C:8](Cl)[CH:7]=[CH:6][N:5]=1.[CH3:11][C:12]1[N:17]=[C:16]([C:18]2[C:23]([OH:24])=[CH:22][CH:21]=[CH:20][N:19]=2)[CH:15]=[CH:14][CH:13]=1, predict the reaction product. The product is: [Cl:3][C:4]1[CH:9]=[C:8]([O:24][C:23]2[C:18]([C:16]3[CH:15]=[CH:14][CH:13]=[C:12]([CH3:11])[N:17]=3)=[N:19][CH:20]=[CH:21][CH:22]=2)[CH:7]=[CH:6][N:5]=1. (8) Given the reactants C([O:8][C:9]([N:11]1[CH2:15][C@H:14]([CH3:16])[C@H:13]([NH:17][C:18]2[C:19]3[N:20]([CH:27]=[C:28]([C:30]([O:32][CH2:33][CH3:34])=[O:31])[CH:29]=3)[N:21]=[CH:22][C:23]=2[C:24](=[O:26])[NH2:25])[CH2:12]1)=[O:10])C1C=CC=CC=1.[C:35](OC(OC(O[C:35]([CH3:38])([CH3:37])[CH3:36])=O)=O)([CH3:38])([CH3:37])[CH3:36], predict the reaction product. The product is: [C:35]([O:8][C:9]([N:11]1[CH2:15][C@H:14]([CH3:16])[C@H:13]([NH:17][C:18]2[C:19]3[N:20]([CH:27]=[C:28]([C:30]([O:32][CH2:33][CH3:34])=[O:31])[CH:29]=3)[N:21]=[CH:22][C:23]=2[C:24](=[O:26])[NH2:25])[CH2:12]1)=[O:10])([CH3:38])([CH3:37])[CH3:36]. (9) Given the reactants CON(C)[C:4]([C:6]1[N:7]=[N:8][CH:9]=[CH:10][CH:11]=1)=[O:5].[CH3:13]OC1C=CC(P2(SP(C3C=CC(OC)=CC=3)(=S)S2)=S)=CC=1, predict the reaction product. The product is: [N:8]1[CH:9]=[CH:10][CH:11]=[C:6]([CH:4]([OH:5])[CH3:13])[N:7]=1. (10) The product is: [OH:1][CH2:2][C:3]([C@@H:5]([C@@H:7]([C@H:9]([CH3:11])[OH:10])[OH:8])[OH:6])=[O:4]. Given the reactants [O:1]=[CH:2][C@H:3]([C@@H:5]([C@@H:7]([C@H:9]([CH3:11])[OH:10])[OH:8])[OH:6])[OH:4].O=C[C@H]([C@@H]([C@@H](CO)O)O)O, predict the reaction product.